From a dataset of Full USPTO retrosynthesis dataset with 1.9M reactions from patents (1976-2016). Predict the reactants needed to synthesize the given product. (1) Given the product [F:4][C:5]1[CH:10]=[CH:9][C:8]([CH2:11][C:12]2[C:14]3[C:15](=[CH:16][NH:17][C:18]=3[CH3:19])[C:20](=[O:21])[NH:2][N:3]=2)=[CH:7][C:6]=1[C:24]([N:26]1[CH2:27][CH2:28][CH:29]([O:32][CH3:33])[CH2:30][CH2:31]1)=[O:25], predict the reactants needed to synthesize it. The reactants are: O.[NH2:2][NH2:3].[F:4][C:5]1[CH:10]=[CH:9][C:8]([CH2:11][C:12]([C:14]2[C:15]([C:20](OC)=[O:21])=[CH:16][NH:17][C:18]=2[CH3:19])=O)=[CH:7][C:6]=1[C:24]([N:26]1[CH2:31][CH2:30][CH:29]([O:32][CH3:33])[CH2:28][CH2:27]1)=[O:25]. (2) The reactants are: [Br:1][C:2]1[CH:7]=[CH:6][C:5]([C:8]([F:11])([F:10])[F:9])=[CH:4][C:3]=1[C:12]1[CH2:17][CH2:16][N:15]([C:18]([O:20][C:21]([CH3:24])([CH3:23])[CH3:22])=[O:19])[CH2:14][CH:13]=1.C(OC(OC(C)(C)C)=O)(OC(C)(C)C)=O.C(N(CC)CC)C. Given the product [Br:1][C:2]1[CH:7]=[CH:6][C:5]([C:8]([F:11])([F:9])[F:10])=[CH:4][C:3]=1[CH:12]1[CH2:17][CH2:16][N:15]([C:18]([O:20][C:21]([CH3:24])([CH3:23])[CH3:22])=[O:19])[CH2:14][CH2:13]1, predict the reactants needed to synthesize it. (3) The reactants are: [CH2:1]([C:3]1[O:7][C:6]([C:8]2[CH:9]=[N:10][NH:11][C:12]=2[NH2:13])=[N:5][CH:4]=1)[CH3:2].[O:14]1[C:18]2[CH:19]=[CH:20][C:21]([C:23](=O)[CH2:24][C:25](OCC)=[O:26])=[CH:22][C:17]=2[O:16][CH2:15]1.CC1C=CC(S(O)(=O)=O)=CC=1. Given the product [O:14]1[C:18]2[CH:19]=[CH:20][C:21]([C:23]3[NH:13][C:12]4[N:11]([N:10]=[CH:9][C:8]=4[C:6]4[O:7][C:3]([CH2:1][CH3:2])=[CH:4][N:5]=4)[C:25](=[O:26])[CH:24]=3)=[CH:22][C:17]=2[O:16][CH2:15]1, predict the reactants needed to synthesize it. (4) Given the product [CH2:1]([C:3]1([CH2:8][CH3:9])[CH2:6][O:7][S:10](=[O:11])[O:5][CH2:4]1)[CH3:2], predict the reactants needed to synthesize it. The reactants are: [CH2:1]([C:3]([CH2:8][CH3:9])([CH2:6][OH:7])[CH2:4][OH:5])[CH3:2].[S:10](Cl)(Cl)=[O:11].O. (5) The reactants are: [CH3:1][O:2][C:3]([N:5]1[CH2:10][CH2:9][CH:8](C(O)=O)[CH2:7][CH:6]1[C:14]1[CH:19]=[C:18]([F:20])[C:17]([F:21])=[C:16]([F:22])[CH:15]=1)=[O:4].N1(C(N2C=CN=C2)=O)C=CN=C1.[CH2:35]([O:37][C:38](=[O:43])[CH2:39][C:40]([O-:42])=[O:41])[CH3:36].[K+].[Cl-].[Mg+2].[Cl-].Cl. Given the product [CH2:35]([O:37][C:38](=[O:43])[CH2:39][C:40]([C@@H:8]1[CH2:9][CH2:10][N:5]([C:3]([O:2][CH3:1])=[O:4])[C@@H:6]([C:14]2[CH:15]=[C:16]([F:22])[C:17]([F:21])=[C:18]([F:20])[CH:19]=2)[CH2:7]1)=[O:41])[CH3:36].[CH2:35]([O:37][C:38](=[O:43])[CH2:39][C:40]([C@H:8]1[CH2:9][CH2:10][N:5]([C:3]([O:2][CH3:1])=[O:4])[C@@H:6]([C:14]2[CH:15]=[C:16]([F:22])[C:17]([F:21])=[C:18]([F:20])[CH:19]=2)[CH2:7]1)=[O:42])[CH3:36], predict the reactants needed to synthesize it. (6) Given the product [F:14][CH:15]([F:19])[C:16]1[NH:8][C:7]2[CH:6]=[C:5]([N+:9]([O-:11])=[O:10])[CH:4]=[C:3]([O:12][CH3:13])[C:2]=2[N:1]=1, predict the reactants needed to synthesize it. The reactants are: [NH2:1][C:2]1[C:7]([NH2:8])=[CH:6][C:5]([N+:9]([O-:11])=[O:10])=[CH:4][C:3]=1[O:12][CH3:13].[F:14][CH:15]([F:19])[C:16](O)=O. (7) Given the product [F:29][C:30]1[CH:2]=[CH:3][C:1]([CH2:4][N:5]2[C:10](=[O:11])[C:9]([CH2:12][N:13]3[CH2:18][CH2:17][N:16]([CH3:19])[CH2:15][CH2:14]3)=[CH:8][C:7]([C:20]3[CH:21]=[CH:22][C:23]4[O:27][CH2:26][CH2:25][C:24]=4[CH:28]=3)=[N:6]2)=[CH:32][CH:31]=1, predict the reactants needed to synthesize it. The reactants are: [CH:1]1([CH2:4][N:5]2[C:10](=[O:11])[C:9]([CH2:12][N:13]3[CH2:18][CH2:17][N:16]([CH3:19])[CH2:15][CH2:14]3)=[CH:8][C:7]([C:20]3[CH:21]=[CH:22][C:23]4[O:27][CH2:26][CH2:25][C:24]=4[CH:28]=3)=[N:6]2)[CH2:3][CH2:2]1.[F:29][C:30]1C=CC(CN2C(=O)C(COS(C)(=O)=O)=CC(C3C=CC4OCCC=4C=3)=N2)=[CH:32][CH:31]=1. (8) Given the product [Br:1][C:2]1[CH:3]=[C:4]([N+:10]([O-:12])=[O:11])[C:5]2[N:9]=[C:13]([CH3:14])[NH:8][C:6]=2[CH:7]=1, predict the reactants needed to synthesize it. The reactants are: [Br:1][C:2]1[CH:7]=[C:6]([NH2:8])[C:5]([NH2:9])=[C:4]([N+:10]([O-:12])=[O:11])[CH:3]=1.[CH3:13][C:14](=O)CC(=O)C.